This data is from Reaction yield outcomes from USPTO patents with 853,638 reactions. The task is: Predict the reaction yield, written as a fraction of the theoretical maximum amount of product (1.0 means a 100% yield; for example, 0.34 means a 34% yield). The reactants are [Br:1][C:2]1[C:3]([CH3:14])=[CH:4][C:5]2[O:9][C:8](C(O)=O)=[CH:7][C:6]=2[CH:13]=1.[B-](F)(F)(F)[F:16].[B-](F)(F)(F)F.C1[N+]2(CCl)CC[N+](F)(CC2)C1.C(=O)(O)[O-].[Na+]. The catalyst is O.CC(=O)OCC. The product is [Br:1][C:2]1[C:3]([CH3:14])=[CH:4][C:5]2[O:9][C:8]([F:16])=[CH:7][C:6]=2[CH:13]=1. The yield is 0.361.